From a dataset of Catalyst prediction with 721,799 reactions and 888 catalyst types from USPTO. Predict which catalyst facilitates the given reaction. (1) Reactant: [CH3:1][C:2]([CH3:24])([CH3:23])[CH2:3][N:4]1[C:12]2[C:7](=[N:8][C:9]([C:13]3[CH2:14][CH:15]4[CH2:19][NH:18][CH2:17][CH:16]4[CH:20]=3)=[CH:10][CH:11]=2)[N:6]([CH3:21])[C:5]1=[O:22].CCN(C(C)C)C(C)C.[C:34](Cl)(=[O:36])[CH3:35]. Product: [C:34]([N:18]1[CH2:17][CH:16]2[CH2:20][C:13]([C:9]3[N:8]=[C:7]4[N:6]([CH3:21])[C:5](=[O:22])[N:4]([CH2:3][C:2]([CH3:24])([CH3:23])[CH3:1])[C:12]4=[CH:11][CH:10]=3)=[CH:14][CH:15]2[CH2:19]1)(=[O:36])[CH3:35]. The catalyst class is: 2. (2) Reactant: [CH:1]1(P(C2CCCCC2)C2CCCCC2)[CH2:6]CCC[CH2:2]1.Cl[C:21]1[CH:22]=[CH:23][C:24]2[C:25]3[N:46]=[CH:45][C:44]([C:47]4[N:51]([CH3:52])[N:50]=[N:49][C:48]=4[CH3:53])=[CH:43][C:26]=3[N:27]([C@H:30]([C:37]3[CH:42]=[CH:41][CH:40]=[CH:39][CH:38]=3)[CH:31]3[CH2:36][CH2:35][O:34][CH2:33][CH2:32]3)[C:28]=2[CH:29]=1.C(=O)([O-])[O-].[Cs+].[Cs+].C(B1OC(C)(C)C(C)(C)O1)(C)=C. Product: [CH3:52][N:51]1[C:47]([C:44]2[CH:45]=[N:46][C:25]3[C:24]4[CH:23]=[CH:22][C:21]([C:1]([CH3:6])=[CH2:2])=[CH:29][C:28]=4[N:27]([C@@H:30]([CH:31]4[CH2:32][CH2:33][O:34][CH2:35][CH2:36]4)[C:37]4[CH:38]=[CH:39][CH:40]=[CH:41][CH:42]=4)[C:26]=3[CH:43]=2)=[C:48]([CH3:53])[N:49]=[N:50]1. The catalyst class is: 102. (3) Reactant: [NH2:1][C:2]1[CH:7]=[CH:6][C:5]([I:8])=[CH:4][C:3]=1[C:9](=[O:11])[CH3:10].Cl.[N:13]([O-])=O.[Na+]. Product: [I:8][C:5]1[CH:4]=[C:3]2[C:2](=[CH:7][CH:6]=1)[N:1]=[N:13][CH:10]=[C:9]2[OH:11]. The catalyst class is: 7.